Dataset: Forward reaction prediction with 1.9M reactions from USPTO patents (1976-2016). Task: Predict the product of the given reaction. (1) Given the reactants [F:1][C:2]1[CH:36]=[C:35]([N+:37]([O-])=O)[CH:34]=[CH:33][C:3]=1[O:4][C:5]1[CH:10]=[CH:9][N:8]=[C:7]2[CH:11]=[C:12]([C:14]3[CH:15]=[C:16]([CH:30]=[CH:31][CH:32]=3)[CH2:17][N:18]([CH2:26][CH2:27][O:28][CH3:29])[C:19](=[O:25])[O:20][C:21]([CH3:24])([CH3:23])[CH3:22])[S:13][C:6]=12.[BH4-].[Na+].Cl, predict the reaction product. The product is: [NH2:37][C:35]1[CH:34]=[CH:33][C:3]([O:4][C:5]2[CH:10]=[CH:9][N:8]=[C:7]3[CH:11]=[C:12]([C:14]4[CH:15]=[C:16]([CH:30]=[CH:31][CH:32]=4)[CH2:17][N:18]([CH2:26][CH2:27][O:28][CH3:29])[C:19](=[O:25])[O:20][C:21]([CH3:24])([CH3:23])[CH3:22])[S:13][C:6]=23)=[C:2]([F:1])[CH:36]=1. (2) Given the reactants Cl.[Cl:2][C:3]1[CH:8]=[C:7]([CH3:9])[C:6]([F:10])=[CH:5][C:4]=1[N:11]1[CH2:16][CH2:15][NH:14][CH2:13][CH2:12]1.[Br:17][C:18]1[CH:26]=[CH:25][C:21]([C:22](O)=[O:23])=[C:20]([S:27]([CH3:30])(=[O:29])=[O:28])[CH:19]=1.O.[Cl-].COC1N=C(OC)N=C([N+]2(C)CCOCC2)N=1.CN1CCOCC1, predict the reaction product. The product is: [Br:17][C:18]1[CH:26]=[CH:25][C:21]([C:22]([N:14]2[CH2:15][CH2:16][N:11]([C:4]3[CH:5]=[C:6]([F:10])[C:7]([CH3:9])=[CH:8][C:3]=3[Cl:2])[CH2:12][CH2:13]2)=[O:23])=[C:20]([S:27]([CH3:30])(=[O:29])=[O:28])[CH:19]=1. (3) Given the reactants [Cl:1][C:2]1[CH:3]=[CH:4][C:5]([S:8][C:9]2[N:13]([CH3:14])[CH:12]=[N:11][C:10]=2[C:15]2[CH:20]=[CH:19][C:18]([C@H:21]3[CH2:23][C@@H:22]3[C:24]([NH:26][CH2:27][CH2:28][F:29])=[O:25])=[CH:17][CH:16]=2)=[N:6][CH:7]=1.[H-].[Na+].I[CH3:33].O, predict the reaction product. The product is: [Cl:1][C:2]1[CH:3]=[CH:4][C:5]([S:8][C:9]2[N:13]([CH3:14])[CH:12]=[N:11][C:10]=2[C:15]2[CH:20]=[CH:19][C:18]([C@H:21]3[CH2:23][C@@H:22]3[C:24]([N:26]([CH2:27][CH2:28][F:29])[CH3:33])=[O:25])=[CH:17][CH:16]=2)=[N:6][CH:7]=1. (4) Given the reactants [F:1][C:2]([C:7]1[CH:15]=[CH:14][CH:13]=[C:12]2[C:8]=1[CH2:9][CH2:10][C@@H:11]2[OH:16])([F:6])[CH2:3][O:4][CH3:5].[CH3:17][O:18][C:19](=[O:31])[CH2:20][C@H:21]1[C:25]2[CH:26]=[CH:27][C:28](O)=[CH:29][C:24]=2[O:23][CH2:22]1, predict the reaction product. The product is: [CH3:17][O:18][C:19](=[O:31])[CH2:20][C@H:21]1[C:25]2[CH:26]=[CH:27][C:28]([O:16][C@H:11]3[C:12]4[C:8](=[C:7]([C:2]([F:6])([F:1])[CH2:3][O:4][CH3:5])[CH:15]=[CH:14][CH:13]=4)[CH2:9][CH2:10]3)=[CH:29][C:24]=2[O:23][CH2:22]1. (5) Given the reactants C(OC([NH:8][CH2:9][CH2:10][CH2:11][N:12]1[C:21]2[C:22]3[CH:23]=[CH:24][CH:25]=[CH:26][C:27]=3[C:28](=[O:29])[C:20]=2[C:19]2[C:14](=[CH:15][C:16]([NH:30][C:31](=[O:37])[CH2:32][C:33]([O:35][CH3:36])=[O:34])=[CH:17][CH:18]=2)[C:13]1=[O:38])=O)(C)(C)C.C(O)(C(F)(F)F)=O, predict the reaction product. The product is: [NH2:8][CH2:9][CH2:10][CH2:11][N:12]1[C:21]2[C:22]3[CH:23]=[CH:24][CH:25]=[CH:26][C:27]=3[C:28](=[O:29])[C:20]=2[C:19]2[C:14](=[CH:15][C:16]([NH:30][C:31](=[O:37])[CH2:32][C:33]([O:35][CH3:36])=[O:34])=[CH:17][CH:18]=2)[C:13]1=[O:38].